Predict the reactants needed to synthesize the given product. From a dataset of Full USPTO retrosynthesis dataset with 1.9M reactions from patents (1976-2016). Given the product [CH3:21][N:17]1[C:18]2[C:13](=[CH:12][C:11]([C:10]3[C:5]4[CH2:4][CH2:3][CH:2]([NH:1][S:25]([CH2:23][CH3:24])(=[O:27])=[O:26])[C:6]=4[CH:7]=[N:8][CH:9]=3)=[CH:20][CH:19]=2)[CH2:14][CH2:15][C:16]1=[O:22], predict the reactants needed to synthesize it. The reactants are: [NH2:1][CH:2]1[C:6]2[CH:7]=[N:8][CH:9]=[C:10]([C:11]3[CH:12]=[C:13]4[C:18](=[CH:19][CH:20]=3)[N:17]([CH3:21])[C:16](=[O:22])[CH2:15][CH2:14]4)[C:5]=2[CH2:4][CH2:3]1.[CH2:23]([S:25](Cl)(=[O:27])=[O:26])[CH3:24].